Dataset: TCR-epitope binding with 47,182 pairs between 192 epitopes and 23,139 TCRs. Task: Binary Classification. Given a T-cell receptor sequence (or CDR3 region) and an epitope sequence, predict whether binding occurs between them. (1) The epitope is KLWAQCVQL. The TCR CDR3 sequence is CAVLGSLHTDTQYF. Result: 1 (the TCR binds to the epitope). (2) The epitope is TLIGDCATV. The TCR CDR3 sequence is CASSDRLREKLFF. Result: 1 (the TCR binds to the epitope). (3) The epitope is SEVGPEHSLAEY. The TCR CDR3 sequence is CASGGGGELFF. Result: 1 (the TCR binds to the epitope). (4) The epitope is KLSYGIATV. The TCR CDR3 sequence is CASSPSHPGDGYTF. Result: 1 (the TCR binds to the epitope). (5) The epitope is YLQPRTFLL. The TCR CDR3 sequence is CSARGELAVNTGELFF. Result: 1 (the TCR binds to the epitope). (6) The epitope is GILGFVFTL. The TCR CDR3 sequence is CASSMGQGTYEQYF. Result: 1 (the TCR binds to the epitope). (7) The epitope is HPKVSSEVHI. The TCR CDR3 sequence is CASSYASLDQGEQYF. Result: 0 (the TCR does not bind to the epitope).